From a dataset of Forward reaction prediction with 1.9M reactions from USPTO patents (1976-2016). Predict the product of the given reaction. (1) Given the reactants [F:1][C:2]1[CH:7]=[CH:6][CH:5]=[CH:4][C:3]=1[N:8]1[C:12]2[CH:13]=[CH:14][CH:15]=[CH:16][C:11]=2[NH:10][S:9]1(=[O:18])=[O:17].C(=O)([O-])[O-].[Cs+].[Cs+].[CH3:25][S:26]([O:29][CH2:30][C:31]#[C:32][CH2:33]OS(C)(=O)=O)(=[O:28])=[O:27], predict the reaction product. The product is: [CH3:25][S:26]([O:29][CH2:30][C:31]#[C:32][CH2:33][N:10]1[C:11]2[CH:16]=[CH:15][CH:14]=[CH:13][C:12]=2[N:8]([C:3]2[CH:4]=[CH:5][CH:6]=[CH:7][C:2]=2[F:1])[S:9]1(=[O:18])=[O:17])(=[O:28])=[O:27]. (2) Given the reactants [NH2:1][C:2]1[N:7]=[CH:6][N:5]=[C:4]2[N:8]([CH:12]([C:14]3[CH:21]=[C:20]([Cl:22])[C:17]([C:18]#[N:19])=[C:16]([CH:23]4[CH2:26][NH:25][CH2:24]4)[C:15]=3[O:27][CH2:28][CH3:29])[CH3:13])[N:9]=[C:10]([CH3:11])[C:3]=12.[CH3:30][C@H:31]1[CH2:33][O:32]1, predict the reaction product. The product is: [NH2:1][C:2]1[N:7]=[CH:6][N:5]=[C:4]2[N:8]([CH:12]([C:14]3[CH:21]=[C:20]([Cl:22])[C:17]([C:18]#[N:19])=[C:16]([CH:23]4[CH2:24][N:25]([CH2:30][C@@H:31]([OH:32])[CH3:33])[CH2:26]4)[C:15]=3[O:27][CH2:28][CH3:29])[CH3:13])[N:9]=[C:10]([CH3:11])[C:3]=12.